This data is from Catalyst prediction with 721,799 reactions and 888 catalyst types from USPTO. The task is: Predict which catalyst facilitates the given reaction. (1) Reactant: [S:1]1[CH:5]=[CH:4][CH:3]=[C:2]1[C:6]([NH:8][CH2:9][C:10]([OH:12])=[O:11])=O.[CH3:13][N:14]1[CH:18]=[C:17]([CH:19]=O)[C:16]([CH3:21])=[N:15]1.C([O-])(=O)C.[Na+].C(OC(=O)C)(=O)C. Product: [CH3:13][N:14]1[CH:18]=[C:17]([CH:19]=[C:9]2[C:10](=[O:11])[O:12][C:6]([C:2]3[S:1][CH:5]=[CH:4][CH:3]=3)=[N:8]2)[C:16]([CH3:21])=[N:15]1. The catalyst class is: 6. (2) Reactant: Cl[C:2]1[N:3]=[CH:4][C:5]2[N:10]=[N:9][N:8]([C:11]3[CH:16]=[CH:15][C:14]([O:17][CH3:18])=[CH:13][CH:12]=3)[C:6]=2[N:7]=1.C(OC([N:26]1[CH:30]=[C:29]([NH2:31])[CH:28]=[N:27]1)=O)(C)(C)C.O. Product: [CH3:18][O:17][C:14]1[CH:15]=[CH:16][C:11]([N:8]2[C:6]3[N:7]=[C:2]([NH:31][C:29]4[CH:30]=[N:26][NH:27][CH:28]=4)[N:3]=[CH:4][C:5]=3[N:10]=[N:9]2)=[CH:12][CH:13]=1. The catalyst class is: 141. (3) Reactant: [F:1][CH:2]([F:22])[C@:3]1([C:12]2[CH:17]=[C:16]([N+:18]([O-:20])=[O:19])[CH:15]=[CH:14][C:13]=2[F:21])[NH:8][C:7](=O)[CH2:6][CH2:5][C:4]1([F:11])[F:10].COC1C=CC(P2(SP(C3C=CC(OC)=CC=3)(=S)S2)=[S:32])=CC=1. Product: [F:1][CH:2]([F:22])[C@:3]1([C:12]2[CH:17]=[C:16]([N+:18]([O-:20])=[O:19])[CH:15]=[CH:14][C:13]=2[F:21])[NH:8][C:7](=[S:32])[CH2:6][CH2:5][C:4]1([F:11])[F:10]. The catalyst class is: 11. (4) Reactant: [CH3:1][O:2][P:3]([CH2:7][C:8]1[CH:13]=[CH:12][C:11]([C:14](=[O:28])[NH:15][C:16]2[CH:21]=[C:20]([C:22]3[S:23][CH:24]=[CH:25][CH:26]=3)[CH:19]=[CH:18][C:17]=2[NH2:27])=[CH:10][CH:9]=1)(=[O:6])[O:4]C.[OH-].[Na+].C(O)(C(F)(F)F)=O. Product: [CH3:1][O:2][P:3]([CH2:7][C:8]1[CH:9]=[CH:10][C:11]([C:14](=[O:28])[NH:15][C:16]2[CH:21]=[C:20]([C:22]3[S:23][CH:24]=[CH:25][CH:26]=3)[CH:19]=[CH:18][C:17]=2[NH2:27])=[CH:12][CH:13]=1)(=[O:4])[OH:6]. The catalyst class is: 887.